This data is from Blood-brain barrier permeability classification from the B3DB database. The task is: Regression/Classification. Given a drug SMILES string, predict its absorption, distribution, metabolism, or excretion properties. Task type varies by dataset: regression for continuous measurements (e.g., permeability, clearance, half-life) or binary classification for categorical outcomes (e.g., BBB penetration, CYP inhibition). Dataset: b3db_classification. The molecule is O=C1C[C@@H](c2cccnc2)c2c(ccc3c2OC2(CCCCC2)CC3=O)O1. The result is 0 (does not penetrate BBB).